Dataset: Full USPTO retrosynthesis dataset with 1.9M reactions from patents (1976-2016). Task: Predict the reactants needed to synthesize the given product. (1) The reactants are: C(OC(=O)[NH:7][C:8]1[S:9][C:10]([C:35]2[CH:36]=[N:37][CH:38]=[CH:39][CH:40]=2)=[CH:11][C:12]=1[C:13]([N:15]1[CH2:20][CH2:19][CH:18]([N:21]2[CH2:34][CH2:33][CH2:32][C:23]3([O:27][C:26](=[O:28])[N:25]([CH2:29][CH3:30])[C:24]3=[O:31])[CH2:22]2)[CH2:17][CH2:16]1)=[O:14])(C)(C)C.C(=O)([O-])O.[Na+]. Given the product [NH2:7][C:8]1[S:9][C:10]([C:35]2[CH:36]=[N:37][CH:38]=[CH:39][CH:40]=2)=[CH:11][C:12]=1[C:13]([N:15]1[CH2:16][CH2:17][CH:18]([N:21]2[CH2:34][CH2:33][CH2:32][C:23]3([O:27][C:26](=[O:28])[N:25]([CH2:29][CH3:30])[C:24]3=[O:31])[CH2:22]2)[CH2:19][CH2:20]1)=[O:14], predict the reactants needed to synthesize it. (2) Given the product [Cl:12][C:13]1[CH:18]=[CH:17][C:16]([C:19]2[O:9][N:8]=[C:7]([C:6]3[CH:5]=[N:4][CH:3]=[C:2]([F:1])[CH:11]=3)[CH:20]=2)=[CH:15][CH:14]=1, predict the reactants needed to synthesize it. The reactants are: [F:1][C:2]1[CH:3]=[N:4][CH:5]=[C:6]([CH:11]=1)[C:7](Cl)=[N:8][OH:9].[Cl:12][C:13]1[CH:18]=[CH:17][C:16]([C:19]#[CH:20])=[CH:15][CH:14]=1.N. (3) Given the product [CH3:21][O:1][C:2]1[C:3]2[N:4]([C:8]([C:11]3[C:16]([C:17]#[N:18])=[CH:15][N:14]=[C:13]([S:19][CH3:20])[N:12]=3)=[CH:9][N:10]=2)[CH:5]=[CH:6][CH:7]=1, predict the reactants needed to synthesize it. The reactants are: [OH:1][C:2]1[C:3]2[N:4]([C:8]([C:11]3[C:16]([C:17]#[N:18])=[CH:15][N:14]=[C:13]([S:19][CH3:20])[N:12]=3)=[CH:9][N:10]=2)[CH:5]=[CH:6][CH:7]=1.[C:21](=O)([O-])[O-].[K+].[K+].CI. (4) Given the product [C:30]12([CH2:40][O:41][C:42]3[C:50]([CH:51]4[CH2:52][CH2:53]4)=[CH:49][C:45]([C:46]([NH:48][S:64]([CH:60]4[CH2:63][CH2:62][CH2:61]4)(=[O:66])=[O:65])=[O:47])=[C:44]([F:54])[CH:43]=3)[CH2:37][CH:36]3[CH2:38][CH:32]([CH2:33][CH:34]([CH2:35]3)[CH2:39]1)[CH2:31]2, predict the reactants needed to synthesize it. The reactants are: C12(COC3C=CC(C(N)=O)=CC=3C3C(OC)=NC=CC=3)CC3CC(CC(C3)C1)C2.[C:30]12([CH2:40][O:41][C:42]3[C:50]([CH:51]4[CH2:53][CH2:52]4)=[CH:49][C:45]([C:46]([NH2:48])=[O:47])=[C:44]([F:54])[CH:43]=3)[CH2:39][CH:34]3[CH2:35][CH:36]([CH2:38][CH:32]([CH2:33]3)[CH2:31]1)[CH2:37]2.CS(Cl)(=O)=O.[CH:60]1([S:64](Cl)(=[O:66])=[O:65])[CH2:63][CH2:62][CH2:61]1. (5) Given the product [Br:15][C:12]1[CH:13]=[CH:8][C:9]([CH:5]2[CH2:2][CH2:1]2)=[CH:10][C:11]=1[SH:14], predict the reactants needed to synthesize it. The reactants are: [CH3:1][C:2]([CH3:5])([O-])C.[K+].Br[C:8]1[CH:13]=[CH:12][C:11]([SH:14])=[CH:10][CH:9]=1.[Br:15]C1CC1. (6) Given the product [CH2:2]([O:3][C:4](=[O:5])/[C:6](/[F:7])=[CH:36]/[C:35]1[CH:34]=[CH:33][C:32]([C:27]2[N:26]=[CH:31][CH:30]=[CH:29][N:28]=2)=[CH:39][CH:38]=1)[CH3:1], predict the reactants needed to synthesize it. The reactants are: [CH3:1][CH2:2][O:3][C:4]([CH:6](P(OCC)(OCC)=O)[F:7])=[O:5].[Mg+2].[Br-].[Br-].C(N(CC)CC)C.[N:26]1[CH:31]=[CH:30][CH:29]=[N:28][C:27]=1[C:32]1[CH:39]=[CH:38][C:35]([CH:36]=O)=[CH:34][CH:33]=1.